Dataset: Catalyst prediction with 721,799 reactions and 888 catalyst types from USPTO. Task: Predict which catalyst facilitates the given reaction. (1) Reactant: [OH:1][CH2:2][C:3]1[CH:4]=[C:5]([CH:24]=[C:25]([O:27][CH:28]([CH3:30])[CH3:29])[CH:26]=1)[CH2:6][O:7][C:8]1[CH:12]=[C:11]([CH2:13][CH2:14][C:15]([O-:17])=[O:16])[N:10]([C:18]2[CH:23]=[CH:22][CH:21]=[CH:20][CH:19]=2)[N:9]=1.[F:31][C:32]([F:41])([F:40])[C:33]1[CH:38]=[CH:37][C:36](O)=[CH:35][CH:34]=1.C(P(CCCC)CCCC)CCC.N(C(N1CCCCC1)=O)=NC(N1CCCCC1)=O.O1CCCC1CCO.[OH-].[Na+].Cl. Product: [CH:28]([O:27][C:25]1[CH:24]=[C:5]([CH:4]=[C:3]([CH2:2][O:1][C:36]2[CH:37]=[CH:38][C:33]([C:32]([F:41])([F:40])[F:31])=[CH:34][CH:35]=2)[CH:26]=1)[CH2:6][O:7][C:8]1[CH:12]=[C:11]([CH2:13][CH2:14][C:15]([OH:17])=[O:16])[N:10]([C:18]2[CH:19]=[CH:20][CH:21]=[CH:22][CH:23]=2)[N:9]=1)([CH3:30])[CH3:29]. The catalyst class is: 7. (2) The catalyst class is: 8. Reactant: [CH2:1]([O:3][C:4]1[C:9]([CH2:10][CH3:11])=[CH:8][C:7]([NH:12]C(=O)C)=[C:6]([N+:16]([O-:18])=[O:17])[CH:5]=1)[CH3:2].[H-].[Na+].[Cl-].[NH4+]. Product: [CH2:1]([O:3][C:4]1[C:9]([CH2:10][CH3:11])=[CH:8][C:7]([NH2:12])=[C:6]([N+:16]([O-:18])=[O:17])[CH:5]=1)[CH3:2]. (3) Reactant: F[C:2]1[CH:7]=[CH:6][C:5]([N+:8]([O-:10])=[O:9])=[CH:4][CH:3]=1.[NH2:11][CH2:12][C:13]([OH:15])=[O:14].C(=O)(O)[O-].[Na+]. Product: [N+:8]([C:5]1[CH:6]=[CH:7][C:2]([NH:11][CH2:12][C:13]([OH:15])=[O:14])=[CH:3][CH:4]=1)([O-:10])=[O:9]. The catalyst class is: 12. (4) Reactant: Br[C:2]1[CH:10]=[C:9]2[C:5]([CH:6]=[CH:7][N:8]2[C:11]([O:13][C:14]([CH3:17])([CH3:16])[CH3:15])=[O:12])=[CH:4][C:3]=1[F:18].[Zn](CC)[CH2:20][CH3:21].CCCCCCC.C(=O)(O)[O-].[Na+]. Product: [CH2:20]([C:2]1[CH:10]=[C:9]2[C:5]([CH:6]=[CH:7][N:8]2[C:11]([O:13][C:14]([CH3:17])([CH3:16])[CH3:15])=[O:12])=[CH:4][C:3]=1[F:18])[CH3:21]. The catalyst class is: 38.